This data is from Reaction yield outcomes from USPTO patents with 853,638 reactions. The task is: Predict the reaction yield, written as a fraction of the theoretical maximum amount of product (1.0 means a 100% yield; for example, 0.34 means a 34% yield). (1) The reactants are O.NN.[NH2:4][C:5]1[C:6]([C:23]2[O:27][C:26]([NH:28][C:29](=[O:42])[CH2:30][N:31]3C(=O)C4C(=CC=CC=4)C3=O)=[N:25][N:24]=2)=[N:7][C:8]([C:11]2[CH:16]=[CH:15][C:14]([S:17]([CH:20]([CH3:22])[CH3:21])(=[O:19])=[O:18])=[CH:13][CH:12]=2)=[CH:9][N:10]=1.C(Cl)Cl. The catalyst is CO. The product is [NH2:31][CH2:30][C:29]([NH:28][C:26]1[O:27][C:23]([C:6]2[C:5]([NH2:4])=[N:10][CH:9]=[C:8]([C:11]3[CH:12]=[CH:13][C:14]([S:17]([CH:20]([CH3:22])[CH3:21])(=[O:18])=[O:19])=[CH:15][CH:16]=3)[N:7]=2)=[N:24][N:25]=1)=[O:42]. The yield is 0.110. (2) The reactants are [C:1]([O:4][C:5]1[CH:10]=[CH:9][C:8]([C:11]([NH:13][O:14][CH2:15][C:16]2[CH:21]=[CH:20][CH:19]=[CH:18][CH:17]=2)=[O:12])=[CH:7][CH:6]=1)(=[O:3])[CH3:2].[CH2:22](Br)[C:23]1[CH:28]=[CH:27][CH:26]=[CH:25][CH:24]=1.CN(C)P(=O)(N(C)C)N(C)C. The catalyst is C1C=CC=CC=1. The product is [C:1]([O:4][C:5]1[CH:6]=[CH:7][C:8]([C:11]([O:12][CH2:22][C:23]2[CH:28]=[CH:27][CH:26]=[CH:25][CH:24]=2)=[N:13][O:14][CH2:15][C:16]2[CH:21]=[CH:20][CH:19]=[CH:18][CH:17]=2)=[CH:9][CH:10]=1)(=[O:3])[CH3:2].[C:1]([O:4][C:5]1[CH:6]=[CH:7][C:8]([C:11]([N:13]([CH2:22][C:23]2[CH:28]=[CH:27][CH:26]=[CH:25][CH:24]=2)[O:14][CH2:15][C:16]2[CH:21]=[CH:20][CH:19]=[CH:18][CH:17]=2)=[O:12])=[CH:9][CH:10]=1)(=[O:3])[CH3:2]. The yield is 0.660. (3) The product is [CH3:5][O:6][C:7]([C:8]1[CH:14]=[CH:13][CH:12]=[CH:11][C:9]=1[N:10]=[C:1]=[O:2])=[O:15]. The reactants are [C:1](Cl)(Cl)=[O:2].[CH3:5][O:6][C:7](=[O:15])[C:8]1[C:9](=[CH:11][CH:12]=[CH:13][CH:14]=1)[NH2:10]. The yield is 1.00. The catalyst is C1(C)C=CC=CC=1.